Dataset: Reaction yield outcomes from USPTO patents with 853,638 reactions. Task: Predict the reaction yield, written as a fraction of the theoretical maximum amount of product (1.0 means a 100% yield; for example, 0.34 means a 34% yield). (1) The reactants are [C:1]([O:7][C:8]1([CH3:17])[CH2:13][CH2:12][CH:11]([CH:14]([CH3:16])[CH3:15])[CH2:10][CH2:9]1)(=[O:6])[CH2:2][C:3]([CH3:5])=[O:4]. The catalyst is CO. The product is [OH:4][C@@H:3]([CH3:5])[CH2:2][C:1]([O:7][C:8]1([CH3:17])[CH2:9][CH2:10][CH:11]([CH:14]([CH3:15])[CH3:16])[CH2:12][CH2:13]1)=[O:6]. The yield is 0.984. (2) The reactants are [O:1]1[C:5]([CH:6]=[O:7])=[CH:4][C:3]2[CH2:8][CH2:9][CH2:10][C:2]1=2.[Mg+2].[Br-].[Br-].[N+:14]([C:17]1[CH:35]=[CH:34][C:20]([CH2:21][O:22][C:23]([C:25]2[N:26]3[C@H:29]([S:30][CH:31]=2)[C@@H:28]([Br:32])[C:27]3=[O:33])=[O:24])=[CH:19][CH:18]=1)([O-:16])=[O:15].[C:36](OC(=O)C)(=[O:38])[CH3:37]. The catalyst is CN(C1C=CN=CC=1)C.C(OCC)(=O)C.CCN(CC)CC.C1COCC1.C(#N)C. The product is [N+:14]([C:17]1[CH:35]=[CH:34][C:20]([CH2:21][O:22][C:23]([C:25]2[N:26]3[C@H:29]([S:30][CH:31]=2)[C:28]([CH:6]([O:7][C:36](=[O:38])[CH3:37])[C:5]2[O:1][C:2]4[CH2:10][CH2:9][CH2:8][C:3]=4[CH:4]=2)([Br:32])[C:27]3=[O:33])=[O:24])=[CH:19][CH:18]=1)([O-:16])=[O:15]. The yield is 0.610. (3) The reactants are [CH2:1]([O:8][C:9]([NH:11][CH:12](OC)[C:13]([O:15][CH3:16])=[O:14])=[O:10])[C:2]1[CH:7]=[CH:6][CH:5]=[CH:4][CH:3]=1.P(Br)(Br)Br.[P:23](OCC)([O:28][CH2:29][CH3:30])([O:25][CH2:26][CH3:27])=[O:24]. The catalyst is C1(C)C=CC=CC=1. The product is [CH2:1]([O:8][C:9]([NH:11][CH:12]([P:23]([O:28][CH2:29][CH3:30])([O:25][CH2:26][CH3:27])=[O:24])[C:13]([O:15][CH3:16])=[O:14])=[O:10])[C:2]1[CH:3]=[CH:4][CH:5]=[CH:6][CH:7]=1. The yield is 0.470. (4) The reactants are [NH2:1][C:2]1[CH:7]=[C:6]([O:8][C:9]2[CH:14]=[CH:13][C:12]([N+:15]([O-:17])=[O:16])=[CH:11][CH:10]=2)[CH:5]=[CH:4][N:3]=1.[CH2:18]([N:20]([CH2:23]C)[CH2:21]C)C.ClC(OC1C=CC=CC=1)=[O:27].CNC. The catalyst is O1CCCC1.CO. The product is [N+:15]([C:12]1[CH:11]=[CH:10][C:9]([O:8][C:6]2[CH:5]=[CH:4][N:3]=[C:2]([NH:1][C:18](=[O:27])[N:20]([CH3:23])[CH3:21])[CH:7]=2)=[CH:14][CH:13]=1)([O-:17])=[O:16]. The yield is 0.725. (5) The reactants are C[O:2][C:3](=O)[CH2:4][C:5]1[CH:10]=[CH:9][CH:8]=[C:7]([O:11][CH2:12][C@H:13]([CH3:42])[CH2:14][N:15]([CH2:30][C:31]2[CH:36]=[CH:35][CH:34]=[C:33]([C:37]([F:40])([F:39])[F:38])[C:32]=2[Cl:41])[CH2:16][CH:17]([C:24]2[CH:29]=[CH:28][CH:27]=[CH:26][CH:25]=2)[C:18]2[CH:23]=[CH:22][CH:21]=[CH:20][CH:19]=2)[CH:6]=1.COC(=O)C. No catalyst specified. The product is [Cl:41][C:32]1[C:33]([C:37]([F:38])([F:39])[F:40])=[CH:34][CH:35]=[CH:36][C:31]=1[CH2:30][N:15]([CH2:16][CH:17]([C:18]1[CH:23]=[CH:22][CH:21]=[CH:20][CH:19]=1)[C:24]1[CH:25]=[CH:26][CH:27]=[CH:28][CH:29]=1)[CH2:14][C@@H:13]([CH3:42])[CH2:12][O:11][C:7]1[CH:6]=[C:5]([CH2:4][CH2:3][OH:2])[CH:10]=[CH:9][CH:8]=1. The yield is 0.590. (6) The reactants are Cl[C:2](Cl)(Cl)[CH:3]([OH:5])O.[OH2:8].O.O.O.O.O.O.O.O.O.S([O-])([O-])(=O)=O.[Na+].[Na+].Cl.[NH2:26]O.[O:28]([C:35]1[CH:36]=[C:37]([CH:39]=[CH:40][CH:41]=1)[NH2:38])[C:29]1[CH:34]=[CH:33][CH:32]=[CH:31][CH:30]=1. The catalyst is O.Cl.CCO. The product is [OH:8][N:26]=[CH:2][C:3]([NH:38][C:37]1[CH:39]=[CH:40][CH:41]=[C:35]([O:28][C:29]2[CH:30]=[CH:31][CH:32]=[CH:33][CH:34]=2)[CH:36]=1)=[O:5]. The yield is 0.670. (7) The yield is 0.700. The product is [CH3:13][C:11]1[CH:12]=[C:8]([CH3:14])[N:9]([C:30](=[NH:27])[NH:3][C:24]([NH:23][C:19]2[CH:18]=[N:17][CH:22]=[CH:21][CH:20]=2)=[S:25])[N:10]=1. No catalyst specified. The reactants are [OH-].[K+].[N+:3]([O-])(O)=O.C[C:8]1([C:14](N)=N)[CH:12]=[C:11]([CH3:13])[N:10]=[N:9]1.[N:17]1[CH:22]=[CH:21][CH:20]=[C:19]([N:23]=[C:24]=[S:25])[CH:18]=1.C[N:27]([CH3:30])C=O. (8) The reactants are [BH-](OC(C)=O)(OC(C)=O)O[C:3](C)=O.[Na+].[CH:15]([C:17]1[CH:24]=[CH:23][C:20]([CH2:21][NH2:22])=[CH:19][CH:18]=1)=[CH2:16].[C:25]1([P:31]([C:56]2[CH:61]=[CH:60][CH:59]=[CH:58][CH:57]=2)[C-:32]2[CH:36]=[C:35]([C:37]([CH3:42])([CH2:39][CH:40]=O)[CH3:38])[CH:34]=[C:33]2[P:43]([C:50]2[CH:55]=[CH:54][CH:53]=[CH:52][CH:51]=2)[C:44]2[CH:49]=[CH:48][CH:47]=[CH:46][CH:45]=2)[CH:30]=[CH:29][CH:28]=[CH:27][CH:26]=1.C(P(C(C)C)[C-]1C=CC=C1)(C)C.[Fe+2:74].[OH-].[Na+]. The catalyst is ClC(Cl)C. The product is [C:25]1([P:31]([C:56]2[CH:61]=[CH:60][CH:59]=[CH:58][CH:57]=2)[C-:32]2[CH:36]=[C:35]([C:37]([CH3:42])([CH2:39][CH2:40][CH2:3][NH:22][CH2:21][C:20]3[CH:23]=[CH:24][C:17]([CH:15]=[CH2:16])=[CH:18][CH:19]=3)[CH3:38])[CH:34]=[C:33]2[P:43]([C:50]2[CH:55]=[CH:54][CH:53]=[CH:52][CH:51]=2)[C:44]2[CH:49]=[CH:48][CH:47]=[CH:46][CH:45]=2)[CH:30]=[CH:29][CH:28]=[CH:27][CH:26]=1.[CH:50]([P:43]([CH:44]([CH3:49])[CH3:45])[C:33]1[C-:32]([P:31]([C:56]2[CH:61]=[CH:60][CH:59]=[CH:58][CH:57]=2)[C:25]2[CH:26]=[CH:27][CH:28]=[CH:29][CH:30]=2)[CH:36]=[CH:35][CH:34]=1)([CH3:55])[CH3:51].[Fe+2:74]. The yield is 0.550. (9) The reactants are C([Li])CCC.[CH2:6]([O:13][C:14]1[CH:19]=[CH:18][C:17](Br)=[CH:16][CH:15]=1)[C:7]1[CH:12]=[CH:11][CH:10]=[CH:9][CH:8]=1.[O:21]=[C:22]1[CH2:27][CH2:26][N:25]([C:28]([O:30][CH2:31][C:32]2[CH:37]=[CH:36][CH:35]=[CH:34][CH:33]=2)=[O:29])[CH2:24][CH2:23]1. The catalyst is C1COCC1. The product is [CH2:6]([O:13][C:14]1[CH:19]=[CH:18][C:17]([C:22]2([OH:21])[CH2:23][CH2:24][N:25]([C:28]([O:30][CH2:31][C:32]3[CH:37]=[CH:36][CH:35]=[CH:34][CH:33]=3)=[O:29])[CH2:26][CH2:27]2)=[CH:16][CH:15]=1)[C:7]1[CH:12]=[CH:11][CH:10]=[CH:9][CH:8]=1. The yield is 0.301.